This data is from Forward reaction prediction with 1.9M reactions from USPTO patents (1976-2016). The task is: Predict the product of the given reaction. (1) Given the reactants Cl[C:2]1[N:3]=[C:4]([N:18]2[CH2:22][CH2:21][CH:20]([N:23]([CH3:31])[C:24](=[O:30])[O:25][C:26]([CH3:29])([CH3:28])[CH3:27])[CH2:19]2)[C:5]2[CH2:10][CH2:9][CH:8]([C:11]3[CH:16]=[CH:15][C:14]([F:17])=[CH:13][CH:12]=3)[C:6]=2[N:7]=1.[Cl:32][C:33]1[N:34]=[CH:35][N:36]([C:38]2[CH:44]=[CH:43][C:41]([NH2:42])=[CH:40][C:39]=2[O:45][CH3:46])[CH:37]=1, predict the reaction product. The product is: [Cl:32][C:33]1[N:34]=[CH:35][N:36]([C:38]2[CH:44]=[CH:43][C:41]([NH:42][C:2]3[N:3]=[C:4]([N:18]4[CH2:22][CH2:21][CH:20]([N:23]([CH3:31])[C:24](=[O:30])[O:25][C:26]([CH3:27])([CH3:29])[CH3:28])[CH2:19]4)[C:5]4[CH2:10][CH2:9][CH:8]([C:11]5[CH:12]=[CH:13][C:14]([F:17])=[CH:15][CH:16]=5)[C:6]=4[N:7]=3)=[CH:40][C:39]=2[O:45][CH3:46])[CH:37]=1. (2) Given the reactants [C:1]([O:5][C:6](=[O:27])[NH:7][C@H:8]([C:21]1[CH:26]=[CH:25][CH:24]=[CH:23][CH:22]=1)[CH2:9][N:10]1C(=O)C2C(=CC=CC=2)C1=O)([CH3:4])([CH3:3])[CH3:2].O.NN, predict the reaction product. The product is: [C:1]([O:5][C:6](=[O:27])[NH:7][C@H:8]([C:21]1[CH:22]=[CH:23][CH:24]=[CH:25][CH:26]=1)[CH2:9][NH2:10])([CH3:4])([CH3:2])[CH3:3]. (3) Given the reactants Br[C:2]1[O:6][C:5]([C:7]2[CH:12]=[CH:11][CH:10]=[CH:9][CH:8]=2)=[N:4][CH:3]=1.[N:13]1[CH:18]=[CH:17][CH:16]=[CH:15][C:14]=1[C:19]1[C:20](B(O)O)=[C:21]2[CH2:26][CH2:25][CH2:24][N:22]2[N:23]=1, predict the reaction product. The product is: [C:7]1([C:5]2[O:6][C:2]([C:20]3[C:19]([C:14]4[CH:15]=[CH:16][CH:17]=[CH:18][N:13]=4)=[N:23][N:22]4[CH2:24][CH2:25][CH2:26][C:21]=34)=[CH:3][N:4]=2)[CH:12]=[CH:11][CH:10]=[CH:9][CH:8]=1. (4) Given the reactants C(O[C:4]([C:6]1[N:7]=[C:8]([C:11]([N:13]2[CH2:17][CH:16]=[CH:15][CH2:14]2)=[O:12])[NH:9][CH:10]=1)=[O:5])C.[F:18][C:19]1[C:24]([F:25])=[CH:23][CH:22]=[CH:21][C:20]=1[CH2:26]C(O)=O, predict the reaction product. The product is: [F:18][C:19]1[C:24]([F:25])=[CH:23][CH:22]=[CH:21][C:20]=1[CH2:26][C:4]([C:6]1[N:7]=[C:8]([C:11]([N:13]2[CH2:14][CH:15]=[CH:16][CH2:17]2)=[O:12])[NH:9][CH:10]=1)=[O:5]. (5) Given the reactants [N:1]1([CH2:6][CH2:7][O:8][C:9]2[CH:10]=[C:11]3[C:16](=[CH:17][CH:18]=2)[C:15](=[O:19])[CH2:14][CH2:13][CH2:12]3)[CH:5]=[CH:4][N:3]=[CH:2]1.[CH:20](=O)[C:21]1[C:22]([O:27][CH3:28])=[CH:23][CH:24]=[CH:25][CH:26]=1, predict the reaction product. The product is: [N:1]1([CH2:6][CH2:7][O:8][C:9]2[CH:10]=[C:11]3[C:16](=[CH:17][CH:18]=2)[C:15](=[O:19])[C:14](=[CH:20][C:21]2[CH:26]=[CH:25][CH:24]=[CH:23][C:22]=2[O:27][CH3:28])[CH2:13][CH2:12]3)[CH:5]=[CH:4][N:3]=[CH:2]1. (6) Given the reactants [CH3:1][C:2]1([CH3:11])[C:6]([CH3:7])=[CH:5][CH2:4][CH:3]1[CH:8]([OH:10])[CH3:9].[CH3:12][C@@H:13]1[O:15][C@H:14]1[CH3:16], predict the reaction product. The product is: [CH3:11][C:2]1([CH3:1])[C:6]([CH3:7])=[CH:5][CH2:4][CH:3]1[CH:8]([O:10][CH:13]([CH3:12])[CH:14]([OH:15])[CH3:16])[CH3:9]. (7) Given the reactants [CH2:1]([O:4][C:5]1([CH3:46])[CH2:10][CH2:9][N:8]([C:11]2[N:16]3[CH:17]=[C:18]([C:20]4[CH:21]=[C:22]([C:26]5[C:31]([OH:32])=[CH:30][C:29]([CH3:33])=[CH:28][C:27]=5[F:34])[CH:23]=[CH:24][CH:25]=4)[N:19]=[C:15]3[CH:14]=[C:13]([CH3:35])[C:12]=2[C@H:36]([O:41][C:42]([CH3:45])([CH3:44])[CH3:43])[C:37]([O:39][CH3:40])=[O:38])[CH2:7][CH2:6]1)[CH:2]=[CH2:3].C(O[C:51]1(C)[CH2:56][CH2:55]N(C2N3C=C(C4C=C(C5C=C(C)C=CC=5O[C@H](CC=C)C)C=CC=4)N=C3C=C(C)C=2[C@H](OC(C)(C)C)C(OC)=O)[CH2:53][CH2:52]1)C=C, predict the reaction product. The product is: [C:42]([O:41][C@@H:36]([C:12]1[C:13]([CH3:35])=[CH:14][C:15]2[N:16]([CH:17]=[C:18]([C:20]3[CH:25]=[CH:24][CH:23]=[C:22]([C:26]4[C:31]([O:32][C@H:56]([CH2:51][CH:52]=[CH2:53])[CH3:55])=[CH:30][C:29]([CH3:33])=[CH:28][C:27]=4[F:34])[CH:21]=3)[N:19]=2)[C:11]=1[N:8]1[CH2:7][CH2:6][C:5]([CH3:46])([O:4][CH2:1][CH:2]=[CH2:3])[CH2:10][CH2:9]1)[C:37]([O:39][CH3:40])=[O:38])([CH3:45])([CH3:44])[CH3:43].